This data is from Forward reaction prediction with 1.9M reactions from USPTO patents (1976-2016). The task is: Predict the product of the given reaction. (1) Given the reactants [CH2:1]([O:3][C:4]([C:6]1[C:7](=[O:18])[NH:8][C:9]2[C:14]([C:15]=1Cl)=[CH:13][C:12]([F:17])=[CH:11][N:10]=2)=[O:5])[CH3:2].[N:19]1([C:25]([C:27]2[S:28][CH:29]=[CH:30][CH:31]=2)=[O:26])[CH2:24][CH2:23][NH:22][CH2:21][CH2:20]1, predict the reaction product. The product is: [CH2:1]([O:3][C:4]([C:6]1[C:7](=[O:18])[NH:8][C:9]2[C:14]([C:15]=1[N:22]1[CH2:23][CH2:24][N:19]([C:25]([C:27]3[S:28][CH:29]=[CH:30][CH:31]=3)=[O:26])[CH2:20][CH2:21]1)=[CH:13][C:12]([F:17])=[CH:11][N:10]=2)=[O:5])[CH3:2]. (2) Given the reactants [CH2:1]([O:8][C:9]([N:11]1[CH2:16][CH2:15][CH:14]([C:17]([OH:19])=[O:18])[CH2:13][CH2:12]1)=[O:10])[C:2]1[CH:7]=[CH:6][CH:5]=[CH:4][CH:3]=1.[C:20](OC(O[C:20]([CH3:23])([CH3:22])[CH3:21])N(C)C)([CH3:23])([CH3:22])[CH3:21], predict the reaction product. The product is: [N:11]1([C:9]([O:8][CH2:1][C:2]2[CH:3]=[CH:4][CH:5]=[CH:6][CH:7]=2)=[O:10])[CH2:12][CH2:13][CH:14]([C:17]([O:19][C:20]([CH3:23])([CH3:22])[CH3:21])=[O:18])[CH2:15][CH2:16]1. (3) Given the reactants Cl.[NH:2]1[CH2:7][CH2:6][CH:5]([CH2:8][CH2:9][CH2:10][OH:11])[CH2:4][CH2:3]1.C1CCN2C(=NCCC2)CC1.Cl[C:24]1[N:29]=[CH:28][C:27]([Cl:30])=[CH:26][N:25]=1.O, predict the reaction product. The product is: [Cl:30][C:27]1[CH:26]=[N:25][C:24]([N:2]2[CH2:7][CH2:6][CH:5]([CH2:8][CH2:9][CH2:10][OH:11])[CH2:4][CH2:3]2)=[N:29][CH:28]=1. (4) Given the reactants [CH3:1][N:2]1[C:6]2[CH:7]=[CH:8][C:9]([N:11]3[CH:16]=[C:15]([C:17]([O:19][CH2:20][CH3:21])=[O:18])[C:14](=[O:22])[NH:13][C:12]3=[O:23])=[CH:10][C:5]=2[N:4]([CH3:24])[C:3]1=[O:25].[Cl:26][C:27]1[CH:36]=[CH:35][CH:34]=[C:33]2[C:28]=1[CH2:29][CH2:30][CH2:31][CH:32]2O.C1(P(C2C=CC=CC=2)C2C=CC=CC=2)C=CC=CC=1.CC(OC(/N=N/C(OC(C)C)=O)=O)C.Cl, predict the reaction product. The product is: [Cl:26][C:27]1[CH:36]=[CH:35][CH:34]=[C:33]2[C:28]=1[CH2:29][CH2:30][CH2:31][CH:32]2[N:13]1[C:14](=[O:22])[C:15]([C:17]([O:19][CH2:20][CH3:21])=[O:18])=[CH:16][N:11]([C:9]2[CH:8]=[CH:7][C:6]3[N:2]([CH3:1])[C:3](=[O:25])[N:4]([CH3:24])[C:5]=3[CH:10]=2)[C:12]1=[O:23]. (5) Given the reactants [Cl:1][C:2]1[C:3]([C:14]2[CH:19]=[C:18]([Cl:20])[CH:17]=[CH:16][C:15]=2[C:21]#[N:22])=[CH:4][C:5](=[O:13])[N:6]([CH:8]([CH3:12])[C:9]([OH:11])=O)[CH:7]=1.[NH2:23][C:24]1[CH:36]=[CH:35][C:27]([C:28]([O:30][C:31]([CH3:34])([CH3:33])[CH3:32])=[O:29])=[CH:26][CH:25]=1, predict the reaction product. The product is: [Cl:1][C:2]1[C:3]([C:14]2[CH:19]=[C:18]([Cl:20])[CH:17]=[CH:16][C:15]=2[C:21]#[N:22])=[CH:4][C:5](=[O:13])[N:6]([CH:8]([CH3:12])[C:9]([NH:23][C:24]2[CH:36]=[CH:35][C:27]([C:28]([O:30][C:31]([CH3:32])([CH3:33])[CH3:34])=[O:29])=[CH:26][CH:25]=2)=[O:11])[CH:7]=1. (6) Given the reactants [C:1]1([CH2:7][S:8]([NH:11][C:12]2[CH:20]=[CH:19][C:15]([C:16]([OH:18])=O)=[CH:14][CH:13]=2)(=[O:10])=[O:9])[CH:6]=[CH:5][CH:4]=[CH:3][CH:2]=1.C(Cl)(=O)C([Cl:24])=O.[NH:27]1[CH2:31][CH2:30][CH2:29][C@H:28]1[CH2:32][N:33]1[CH2:37][CH2:36][CH2:35][CH2:34]1.CN1CCOCC1, predict the reaction product. The product is: [ClH:24].[C:1]1([CH2:7][S:8]([NH:11][C:12]2[CH:13]=[CH:14][C:15]([C:16]([N:27]3[CH2:31][CH2:30][CH2:29][C@H:28]3[CH2:32][N:33]3[CH2:37][CH2:36][CH2:35][CH2:34]3)=[O:18])=[CH:19][CH:20]=2)(=[O:9])=[O:10])[CH:2]=[CH:3][CH:4]=[CH:5][CH:6]=1.